Dataset: Forward reaction prediction with 1.9M reactions from USPTO patents (1976-2016). Task: Predict the product of the given reaction. The product is: [Cl:1][C:2]1[CH:9]=[CH:8][C:5]([CH:6]=[O:13])=[CH:4][CH:3]=1. Given the reactants [Cl:1][C:2]1[CH:9]=[CH:8][C:5]([C:6]#N)=[CH:4][CH:3]=1.[H][H].C(O)=[O:13], predict the reaction product.